From a dataset of Catalyst prediction with 721,799 reactions and 888 catalyst types from USPTO. Predict which catalyst facilitates the given reaction. (1) Reactant: [Cl:1][C:2]1[CH:3]=[C:4]([CH2:17]I)[C:5]2[O:9][C:8]([CH:10]3[CH2:15][CH2:14][CH2:13][CH2:12][CH2:11]3)=[CH:7][C:6]=2[CH:16]=1.[NH:19]1[CH:23]=[CH:22][CH:21]=[N:20]1.[C:24]([O-])([O-])=O.[K+].[K+].[CH3:30][CH2:31][O:32][C:33](C)=[O:34]. Product: [Cl:1][C:2]1[CH:3]=[C:4]([CH2:17][N:19]2[C:23]([CH3:24])=[CH:22][C:21]([C:33]([O:32][CH2:31][CH3:30])=[O:34])=[N:20]2)[C:5]2[O:9][C:8]([CH:10]3[CH2:15][CH2:14][CH2:13][CH2:12][CH2:11]3)=[CH:7][C:6]=2[CH:16]=1. The catalyst class is: 3. (2) Reactant: Br[CH2:2][C:3]1[CH:12]=[CH:11][C:10]2[C:5](=[CH:6][CH:7]=[CH:8][C:9]=2[N+:13]([O-:15])=[O:14])[N:4]=1.[NH:16]1[CH2:21][CH2:20][O:19][CH2:18][CH2:17]1.C(=O)([O-])[O-].[K+].[K+]. Product: [N:16]1([CH2:2][C:3]2[CH:12]=[CH:11][C:10]3[C:5](=[CH:6][CH:7]=[CH:8][C:9]=3[N+:13]([O-:15])=[O:14])[N:4]=2)[CH2:21][CH2:20][O:19][CH2:18][CH2:17]1. The catalyst class is: 11. (3) Reactant: [CH3:1][N:2]1[CH:6]=[C:5]([CH:7]=O)[C:4]([C:9]([F:12])([F:11])[F:10])=[N:3]1.[ClH:13].Cl.[F:15][C:16]1[CH:21]=[CH:20][C:19]([C:22]2[C:23]([N:28]3[CH2:33][CH2:32][NH:31][CH2:30][CH2:29]3)=[N:24][CH:25]=[CH:26][N:27]=2)=[CH:18][CH:17]=1.C(N(CC)CC)C.C(O)(=O)C.C(O[BH-](OC(=O)C)OC(=O)C)(=O)C.[Na+]. Product: [ClH:13].[ClH:13].[F:15][C:16]1[CH:21]=[CH:20][C:19]([C:22]2[C:23]([N:28]3[CH2:29][CH2:30][N:31]([CH2:7][C:5]4[C:4]([C:9]([F:12])([F:11])[F:10])=[N:3][N:2]([CH3:1])[CH:6]=4)[CH2:32][CH2:33]3)=[N:24][CH:25]=[CH:26][N:27]=2)=[CH:18][CH:17]=1. The catalyst class is: 2. (4) Reactant: [CH:1]([NH:4][C:5](=[O:32])[NH:6][C:7]1[N:12]=[CH:11][C:10]([C:13]2[CH:14]=[N:15][CH:16]=[C:17]([C:19]([O:21][CH3:22])=O)[CH:18]=2)=[C:9]([C:23]2[S:24][CH:25]=[C:26]([C:28]([F:31])([F:30])[F:29])[N:27]=2)[CH:8]=1)([CH3:3])[CH3:2].C(O)C.[OH2:36].[NH2:37][NH2:38].C(N1C=CN=C1)(N1C=CN=C1)=O. Product: [CH:1]([NH:4][C:5]([NH:6][C:7]1[N:12]=[CH:11][C:10]([C:13]2[CH:14]=[N:15][CH:16]=[C:17]([C:19]3[O:21][C:22](=[O:36])[NH:37][N:38]=3)[CH:18]=2)=[C:9]([C:23]2[S:24][CH:25]=[C:26]([C:28]([F:31])([F:30])[F:29])[N:27]=2)[CH:8]=1)=[O:32])([CH3:2])[CH3:3]. The catalyst class is: 7. (5) Reactant: [CH2:1]([N:3]1[CH2:8][CH2:7][N:6]([C:9]2[CH:14]=[CH:13][C:12]([NH:15][C:16]3[N:21]=[CH:20][C:19]([CH2:22][CH2:23][C:24]4[CH:25]=[C:26]([CH:36]=[C:37]([O:39][CH3:40])[CH:38]=4)[C:27]([NH:29][O:30][CH2:31][CH2:32][O:33]C=C)=[O:28])=[CH:18][N:17]=3)=[CH:11][CH:10]=2)[CH2:5][CH2:4]1)[CH3:2].Cl. Product: [CH2:1]([N:3]1[CH2:8][CH2:7][N:6]([C:9]2[CH:10]=[CH:11][C:12]([NH:15][C:16]3[N:21]=[CH:20][C:19]([CH2:22][CH2:23][C:24]4[CH:25]=[C:26]([CH:36]=[C:37]([O:39][CH3:40])[CH:38]=4)[C:27]([NH:29][O:30][CH2:31][CH2:32][OH:33])=[O:28])=[CH:18][N:17]=3)=[CH:13][CH:14]=2)[CH2:5][CH2:4]1)[CH3:2]. The catalyst class is: 5.